This data is from Reaction yield outcomes from USPTO patents with 853,638 reactions. The task is: Predict the reaction yield, written as a fraction of the theoretical maximum amount of product (1.0 means a 100% yield; for example, 0.34 means a 34% yield). (1) The reactants are [CH2:1]([N:8]1[CH2:12][CH2:11][N:10]([C:13]2[S:14][C:15]([C:19]([OH:21])=O)=[C:16]([CH3:18])[N:17]=2)[C:9]1=[O:22])[C:2]1[CH:7]=[CH:6][CH:5]=[CH:4]C=1.C1(CN2CCN(C3SC(C(O)=O)=C(C)N=3)C2=O)CCCC1.[NH2:44][CH2:45][C:46]1[CH:47]=[N:48][CH:49]=[CH:50][CH:51]=1. No catalyst specified. The product is [CH:2]1([CH2:1][N:8]2[CH2:12][CH2:11][N:10]([C:13]3[S:14][C:15]([C:19]([NH:44][CH2:45][C:46]4[CH:47]=[N:48][CH:49]=[CH:50][CH:51]=4)=[O:21])=[C:16]([CH3:18])[N:17]=3)[C:9]2=[O:22])[CH2:7][CH2:6][CH2:5][CH2:4]1. The yield is 0.610. (2) The reactants are [F:1][C:2]1[C:10]([N+:11]([O-:13])=[O:12])=[CH:9][C:8]([F:14])=[CH:7][C:3]=1[C:4]([OH:6])=[O:5].[CH3:15]O. No catalyst specified. The product is [F:1][C:2]1[C:10]([N+:11]([O-:13])=[O:12])=[CH:9][C:8]([F:14])=[CH:7][C:3]=1[C:4]([O:6][CH3:15])=[O:5]. The yield is 0.724. (3) The reactants are [Cl:1][S:2]([OH:5])(=O)=[O:3].[CH2:6]([O:9][C:10]1[CH:15]=[CH:14][CH:13]=[CH:12][CH:11]=1)[C:7]#[CH:8]. The catalyst is ClCCl. The product is [CH2:6]([O:9][C:10]1[CH:15]=[CH:14][C:13]([S:2]([Cl:1])(=[O:5])=[O:3])=[CH:12][CH:11]=1)[C:7]#[CH:8]. The yield is 0.600. (4) The reactants are Br[C:2]1[C:3]([CH3:20])=[C:4]([NH:8][C:9](=[O:19])[CH2:10][C:11]2[C:16]([O:17][CH3:18])=[CH:15][CH:14]=[CH:13][N:12]=2)[CH:5]=[CH:6][CH:7]=1.[CH3:21][C:22]1([CH3:38])[C:26]([CH3:28])([CH3:27])[O:25][B:24]([B:24]2[O:25][C:26]([CH3:28])([CH3:27])[C:22]([CH3:38])([CH3:21])[O:23]2)[O:23]1.C([O-])(=O)C.[K+]. The catalyst is CS(C)=O.O1CCOCC1.CCOC(C)=O.C1C=CC(P(C2C=CC=CC=2)[C-]2C=CC=C2)=CC=1.C1C=CC(P(C2C=CC=CC=2)[C-]2C=CC=C2)=CC=1.Cl[Pd]Cl.[Fe+2].C(Cl)Cl. The product is [CH3:18][O:17][C:16]1[C:11]([CH2:10][C:9]([NH:8][C:4]2[CH:5]=[CH:6][CH:7]=[C:2]([B:24]3[O:25][C:26]([CH3:28])([CH3:27])[C:22]([CH3:38])([CH3:21])[O:23]3)[C:3]=2[CH3:20])=[O:19])=[N:12][CH:13]=[CH:14][CH:15]=1. The yield is 0.820. (5) The reactants are Br[C:2]1[CH:19]=[CH:18][C:5]2[CH2:6][N:7]([C:11]([O:13][C:14]([CH3:17])([CH3:16])[CH3:15])=[O:12])[CH2:8][CH2:9][O:10][C:4]=2[CH:3]=1.[CH3:20][C@H:21]1[O:26][C@@H:25]([CH3:27])[CH2:24][NH:23][CH2:22]1.CC(C)([O-])C.[Na+].O1CCOCC1. The catalyst is C1C=CC(/C=C/C(/C=C/C2C=CC=CC=2)=O)=CC=1.C1C=CC(/C=C/C(/C=C/C2C=CC=CC=2)=O)=CC=1.C1C=CC(/C=C/C(/C=C/C2C=CC=CC=2)=O)=CC=1.[Pd].[Pd].CC(C1C=C(C(C)C)C(C2C=CC=CC=2P(C2CCCCC2)C2CCCCC2)=C(C(C)C)C=1)C.O. The product is [CH3:27][C@H:25]1[O:26][C@@H:21]([CH3:20])[CH2:22][N:23]([C:2]2[CH:19]=[CH:18][C:5]3[CH2:6][N:7]([C:11]([O:13][C:14]([CH3:17])([CH3:16])[CH3:15])=[O:12])[CH2:8][CH2:9][O:10][C:4]=3[CH:3]=2)[CH2:24]1. The yield is 0.904. (6) The reactants are Cl[CH2:2][C:3](Cl)=[O:4].[N+:6]([C:9]1[CH:14]=[CH:13][C:12]([OH:15])=[C:11]([NH2:16])[CH:10]=1)([O-:8])=[O:7].C([O-])(O)=O.[Na+]. The catalyst is [Cl-].C([N+](C)(C)C)C1C=CC=CC=1.C(Cl)(Cl)Cl. The product is [N+:6]([C:9]1[CH:14]=[CH:13][C:12]2[O:15][CH2:2][C:3](=[O:4])[NH:16][C:11]=2[CH:10]=1)([O-:8])=[O:7]. The yield is 0.410. (7) The reactants are [CH:1]1[C:14]2[CH:13]([C:15]([O:17][CH3:18])=[O:16])[C:12]3[C:7](=[CH:8][CH:9]=[CH:10][CH:11]=3)[O:6][C:5]=2[CH:4]=[CH:3][CH:2]=1.[Li+].[CH3:20]C([N-]C(C)C)C.IC.[Cl-].[NH4+]. The catalyst is C1COCC1. The product is [CH3:20][C:13]1([C:15]([O:17][CH3:18])=[O:16])[C:14]2[CH:1]=[CH:2][CH:3]=[CH:4][C:5]=2[O:6][C:7]2[C:12]1=[CH:11][CH:10]=[CH:9][CH:8]=2. The yield is 0.750. (8) The product is [CH3:59][O:58][C:56]([NH:55][C@@H:51]([CH:52]([CH3:53])[CH3:54])[C:50]([N:46]1[CH2:47][CH2:48][CH2:49][C@H:45]1[C:43]1[NH:42][C:41]2[CH:61]=[C:37]([C:32]3[CH:33]=[C:34]4[CH2:35][O:36][C:23]5[CH:22]=[C:21]6[C:26]([CH:27]=[CH:28][C:18]7[N:17]=[C:16]([C@@H:9]8[CH2:10][C@H:11]([CH2:13][O:14][CH3:15])[CH2:12][N:8]8[C@@:68]([NH:67][C:65](=[O:66])[O:64][CH3:63])([CH:72]([CH3:77])[CH3:73])[CH:69]=[O:70])[NH:20][C:19]=76)=[CH:25][C:24]=5[C:29]4=[CH:30][CH:31]=3)[CH:38]=[CH:39][C:40]=2[N:44]=1)=[O:60])=[O:57]. The reactants are C(OC([N:8]1[CH2:12][C@@H:11]([CH2:13][O:14][CH3:15])[CH2:10][C@H:9]1[C:16]1[NH:20][C:19]2[C:21]3[C:26]([CH:27]=[CH:28][C:18]=2[N:17]=1)=[CH:25][C:24]1[C:29]2[C:34]([CH2:35][O:36][C:23]=1[CH:22]=3)=[CH:33][C:32]([C:37]1[CH:38]=[CH:39][C:40]3[N:44]=[C:43]([C@@H:45]4[CH2:49][CH2:48][CH2:47][N:46]4[C:50](=[O:60])[C@@H:51]([NH:55][C:56]([O:58][CH3:59])=[O:57])[CH:52]([CH3:54])[CH3:53])[NH:42][C:41]=3[CH:61]=1)=[CH:31][CH:30]=2)=O)(C)(C)C.Cl.[CH3:63][O:64][C:65]([NH:67][C@H:68]([C:72]1[CH:77]=CC=C[CH:73]=1)[C:69](O)=[O:70])=[O:66].CCOC(C(C#N)=NOC(N1CCOCC1)=[N+](C)C)=O.F[P-](F)(F)(F)(F)F.C(N(C(C)C)CC)(C)C. The yield is 0.400. The catalyst is CN(C=O)C.C(OCC)(=O)C.C(O)C.